This data is from Full USPTO retrosynthesis dataset with 1.9M reactions from patents (1976-2016). The task is: Predict the reactants needed to synthesize the given product. (1) Given the product [C:7]([O:11][C:12]([N:14]1[CH2:20][CH2:19][C:18]2[C:21]([C:26]#[C:27][C:2]3[S:3][CH:4]=[CH:5][N:6]=3)=[C:22]([Cl:25])[CH:23]=[CH:24][C:17]=2[CH2:16][CH2:15]1)=[O:13])([CH3:10])([CH3:9])[CH3:8], predict the reactants needed to synthesize it. The reactants are: Br[C:2]1[S:3][CH:4]=[CH:5][N:6]=1.[C:7]([O:11][C:12]([N:14]1[CH2:20][CH2:19][C:18]2[C:21]([C:26]#[CH:27])=[C:22]([Cl:25])[CH:23]=[CH:24][C:17]=2[CH2:16][CH2:15]1)=[O:13])([CH3:10])([CH3:9])[CH3:8]. (2) Given the product [C:4]1([N:10]2[C:18]3[CH2:17][CH2:16][CH2:15][CH:14]([CH2:19][C:20]([OH:22])=[O:21])[C:13]=3[CH:12]=[N:11]2)[CH:5]=[CH:6][CH:7]=[CH:8][CH:9]=1, predict the reactants needed to synthesize it. The reactants are: O[Li].O.[C:4]1([N:10]2[C:18]3[CH2:17][CH2:16][CH2:15][CH:14]([CH2:19][C:20]([O:22]CC)=[O:21])[C:13]=3[CH:12]=[N:11]2)[CH:9]=[CH:8][CH:7]=[CH:6][CH:5]=1. (3) The reactants are: [C:1]1([N:7]2[C:12](=[O:13])[NH:11][C:10](=[O:14])[C:9]([C:15]#[N:16])=[N:8]2)[CH:6]=[CH:5][CH:4]=[CH:3][CH:2]=1.[CH3:17]N(C=O)C.[H-].[Na+].CI. Given the product [C:1]1([N:7]2[C:12](=[O:13])[N:11]([CH3:17])[C:10](=[O:14])[C:9]([C:15]#[N:16])=[N:8]2)[CH:2]=[CH:3][CH:4]=[CH:5][CH:6]=1, predict the reactants needed to synthesize it.